This data is from NCI-60 drug combinations with 297,098 pairs across 59 cell lines. The task is: Regression. Given two drug SMILES strings and cell line genomic features, predict the synergy score measuring deviation from expected non-interaction effect. (1) Synergy scores: CSS=26.5, Synergy_ZIP=-6.65, Synergy_Bliss=0.733, Synergy_Loewe=1.33, Synergy_HSA=1.63. Drug 1: C1CC(=O)NC(=O)C1N2CC3=C(C2=O)C=CC=C3N. Drug 2: C1CCC(CC1)NC(=O)N(CCCl)N=O. Cell line: SF-539. (2) Drug 1: C1CCC(C1)C(CC#N)N2C=C(C=N2)C3=C4C=CNC4=NC=N3. Drug 2: CC1=CC2C(CCC3(C2CCC3(C(=O)C)OC(=O)C)C)C4(C1=CC(=O)CC4)C. Cell line: MDA-MB-435. Synergy scores: CSS=-10.7, Synergy_ZIP=5.92, Synergy_Bliss=2.08, Synergy_Loewe=-3.94, Synergy_HSA=-4.56.